Dataset: Full USPTO retrosynthesis dataset with 1.9M reactions from patents (1976-2016). Task: Predict the reactants needed to synthesize the given product. (1) Given the product [Cl:8][C:9]1[CH:10]=[C:11]([N:12]2[C:4](=[O:5])[CH:3]=[CH:2][C:1]2=[O:7])[CH:13]=[CH:14][C:15]=1[F:16], predict the reactants needed to synthesize it. The reactants are: [C:1]1(=[O:7])O[C:4](=[O:5])[CH:3]=[CH:2]1.[Cl:8][C:9]1[CH:10]=[C:11]([CH:13]=[CH:14][C:15]=1[F:16])[NH2:12]. (2) Given the product [OH:14][CH2:15][CH2:16][CH2:17][C:18]1([CH2:31][CH2:32][CH2:33][OH:34])[C:19]2[CH:20]=[CH:21][CH:22]=[CH:23][C:24]=2[C:25]2[C:30]1=[CH:29][CH:28]=[CH:27][CH:26]=2, predict the reactants needed to synthesize it. The reactants are: C1COCC1.[H-].[Al+3].[Li+].[H-].[H-].[H-].C([O:14][C:15](=O)[CH2:16][CH2:17][C:18]1([CH2:31][CH2:32][C:33](OCC)=[O:34])[C:30]2[CH:29]=[CH:28][CH:27]=[CH:26][C:25]=2[C:24]2[C:19]1=[CH:20][CH:21]=[CH:22][CH:23]=2)C.[OH-].[Na+]. (3) The reactants are: Br[C:2]1[C:3]([NH2:9])=[N:4][CH:5]=[C:6]([Br:8])[CH:7]=1.[C:10]([S-:15])(=S)OCC.[K+].S(Cl)([Cl:20])(=O)=O.O. Given the product [ClH:20].[Br:8][C:6]1[CH:7]=[C:2]2[S:15][C:10]([Cl:20])=[N:9][C:3]2=[N:4][CH:5]=1, predict the reactants needed to synthesize it. (4) Given the product [C:46]([O:45][C:43]([NH:42][CH:39]1[CH2:38][CH2:37][CH:36]([N:28]([C@@H:26]2[CH2:27][C@H:25]2[C:22]2[S:21][C:20]([C:16]3[CH:17]=[CH:18][CH:19]=[C:14]([NH:13][S:9]([C:4]4[CH:5]=[CH:6][CH:7]=[CH:8][C:3]=4[C:1]#[N:2])(=[O:11])=[O:10])[CH:15]=3)=[N:24][CH:23]=2)[C:29](=[O:35])[O:30][C:31]([CH3:34])([CH3:33])[CH3:32])[CH2:41][CH2:40]1)=[O:44])([CH3:47])([CH3:48])[CH3:49], predict the reactants needed to synthesize it. The reactants are: [C:1]([C:3]1[CH:8]=[CH:7][CH:6]=[CH:5][C:4]=1[S:9](Cl)(=[O:11])=[O:10])#[N:2].[NH2:13][C:14]1[CH:15]=[C:16]([C:20]2[S:21][C:22]([C@@H:25]3[CH2:27][C@H:26]3[N:28]([CH:36]3[CH2:41][CH2:40][CH:39]([NH:42][C:43]([O:45][C:46]([CH3:49])([CH3:48])[CH3:47])=[O:44])[CH2:38][CH2:37]3)[C:29](=[O:35])[O:30][C:31]([CH3:34])([CH3:33])[CH3:32])=[CH:23][N:24]=2)[CH:17]=[CH:18][CH:19]=1.O.